Dataset: Reaction yield outcomes from USPTO patents with 853,638 reactions. Task: Predict the reaction yield, written as a fraction of the theoretical maximum amount of product (1.0 means a 100% yield; for example, 0.34 means a 34% yield). The reactants are [NH2:1][C:2]1[CH:7]=[C:6]([C:8]2[CH:13]=[CH:12][C:11]([Cl:14])=[C:10]([O:15][CH3:16])[C:9]=2[F:17])[N:5]=[C:4]([C:18]([OH:20])=[O:19])[C:3]=1[Cl:21].[H-].[Na+].[Cl:24][C:25]1[CH:30]=[C:29]([Cl:31])[CH:28]=[CH:27][C:26]=1[CH2:32]Cl.O. The catalyst is CN(C=O)C. The product is [NH2:1][C:2]1[CH:7]=[C:6]([C:8]2[CH:13]=[CH:12][C:11]([Cl:14])=[C:10]([O:15][CH3:16])[C:9]=2[F:17])[N:5]=[C:4]([C:18]([O:20][CH2:32][C:26]2[CH:27]=[CH:28][C:29]([Cl:31])=[CH:30][C:25]=2[Cl:24])=[O:19])[C:3]=1[Cl:21]. The yield is 0.350.